Dataset: Catalyst prediction with 721,799 reactions and 888 catalyst types from USPTO. Task: Predict which catalyst facilitates the given reaction. (1) Product: [CH3:1][O:2][C:3]([C:5]1[CH:14]=[C:13]([O:15][CH2:16][C:17]([OH:19])=[O:18])[C:12]2[C:7](=[CH:8][C:9]([Cl:25])=[CH:10][C:11]=2[Cl:24])[CH:6]=1)=[O:4]. Reactant: [CH3:1][O:2][C:3]([C:5]1[CH:14]=[C:13]([O:15][CH2:16][C:17]([O:19]C(C)(C)C)=[O:18])[C:12]2[C:7](=[CH:8][C:9]([Cl:25])=[CH:10][C:11]=2[Cl:24])[CH:6]=1)=[O:4].C(O)(C(F)(F)F)=O.C(Cl)(Cl)Cl. The catalyst class is: 2. (2) Reactant: [NH:1]1[C:9]2[C:4](=[CH:5][CH:6]=[CH:7][CH:8]=2)[C:3]([CH2:10][CH:11]([N:17]([CH:24]2[CH2:29][CH2:28][C:27]([N:36]([CH3:38])[CH3:37])([C:30]3[CH:35]=[CH:34][CH:33]=[CH:32][CH:31]=3)[CH2:26][CH2:25]2)C(=O)C(F)(F)F)[C:12]2[NH:16][N:15]=[N:14][N:13]=2)=[CH:2]1.Cl. Product: [NH:1]1[C:9]2[C:4](=[CH:5][CH:6]=[CH:7][CH:8]=2)[C:3]([CH2:10][CH:11]([NH:17][CH:24]2[CH2:29][CH2:28][C:27]([C:30]3[CH:35]=[CH:34][CH:33]=[CH:32][CH:31]=3)([N:36]([CH3:38])[CH3:37])[CH2:26][CH2:25]2)[C:12]2[NH:16][N:15]=[N:14][N:13]=2)=[CH:2]1. The catalyst class is: 5. (3) Reactant: [Cl:1][C:2]1[CH:3]=[C:4]([NH:15]C(=O)OC(C)(C)C)[CH:5]=[C:6]([O:8][C:9]2[CH:10]=[N:11][CH:12]=[N:13][CH:14]=2)[CH:7]=1.[OH-].[Na+]. Product: [Cl:1][C:2]1[CH:3]=[C:4]([CH:5]=[C:6]([O:8][C:9]2[CH:14]=[N:13][CH:12]=[N:11][CH:10]=2)[CH:7]=1)[NH2:15]. The catalyst class is: 89. (4) Reactant: [C:1]1(=[O:11])[NH:5][C:4](=[O:6])[C:3]2=[CH:7][CH:8]=[CH:9][CH:10]=[C:2]12.Cl[CH2:13][C:14]1[N:18]=[CH:17][O:16][N:15]=1.C(=O)([O-])[O-].[Cs+].[Cs+].O. Product: [O:16]1[CH:17]=[N:18][C:14]([CH2:13][N:5]2[C:1](=[O:11])[C:2]3=[CH:10][CH:9]=[CH:8][CH:7]=[C:3]3[C:4]2=[O:6])=[N:15]1. The catalyst class is: 589. (5) Reactant: [CH2:1]([NH:8][C:9](=O)[CH:10]([C:12]1[CH:17]=[CH:16][C:15]([OH:18])=[CH:14][CH:13]=1)[CH3:11])[C:2]1[CH:7]=[CH:6][CH:5]=[CH:4][CH:3]=1.B.O1CCCC1.O.[OH-].[Na+]. Product: [CH2:1]([NH:8][CH2:9][CH:10]([C:12]1[CH:17]=[CH:16][C:15]([OH:18])=[CH:14][CH:13]=1)[CH3:11])[C:2]1[CH:3]=[CH:4][CH:5]=[CH:6][CH:7]=1. The catalyst class is: 7.